This data is from Forward reaction prediction with 1.9M reactions from USPTO patents (1976-2016). The task is: Predict the product of the given reaction. (1) Given the reactants [CH3:1][C:2]1[CH:11]=[CH:10][C:5]([C:6]([O:8][CH3:9])=[O:7])=[CH:4][C:3]=1[C:12]1[NH:16][N:15]=[CH:14][CH:13]=1.[Cl:17]N1C(=O)CCC1=O, predict the reaction product. The product is: [Cl:17][C:13]1[CH:14]=[N:15][NH:16][C:12]=1[C:3]1[CH:4]=[C:5]([CH:10]=[CH:11][C:2]=1[CH3:1])[C:6]([O:8][CH3:9])=[O:7]. (2) The product is: [C:32]([O:36][C:37]([N:39]1[CH2:44][CH2:43][N:42]([C:4]2[S:5][C:6](=[CH:10][C:11]3[CH:12]=[C:13]4[C:17](=[CH:18][CH:19]=3)[N:16]([CH2:20][C:21]3[CH:26]=[CH:25][C:24]([OH:27])=[CH:23][C:22]=3[C:28]([F:31])([F:29])[F:30])[N:15]=[CH:14]4)[C:7](=[O:9])[N:8]=2)[CH2:41][CH:40]1[CH2:76][OH:77])=[O:38])([CH3:35])([CH3:34])[CH3:33]. Given the reactants C(S[C:4]1[S:5][C:6](=[CH:10][C:11]2[CH:12]=[C:13]3[C:17](=[CH:18][CH:19]=2)[N:16]([CH2:20][C:21]2[CH:26]=[CH:25][C:24]([OH:27])=[CH:23][C:22]=2[C:28]([F:31])([F:30])[F:29])[N:15]=[CH:14]3)[C:7](=[O:9])[N:8]=1)C.[C:32]([O:36][C:37]([N:39]1[CH2:44][CH2:43][N:42](C2SC(=CC3C=C4C(=CC=3)N(CC3C=CC(C(O)(C)C)=CC=3C(F)(F)F)N=C4)C(=O)N=2)[CH2:41][CH:40]1[CH2:76][OH:77])=[O:38])([CH3:35])([CH3:34])[CH3:33], predict the reaction product.